Predict the reactants needed to synthesize the given product. From a dataset of Full USPTO retrosynthesis dataset with 1.9M reactions from patents (1976-2016). (1) Given the product [F:27][C:24]1[CH:23]=[CH:22][C:21]([C:19]2[C:18](=[O:28])[N:17]([CH3:29])[C:11]3[N:12]([CH3:16])[C:13]4[C:9]([C:10]=3[CH:20]=2)=[CH:8][C:7]([C:5]2[NH:32][N:2]=[CH:3][CH:4]=2)=[CH:15][CH:14]=4)=[CH:26][CH:25]=1, predict the reactants needed to synthesize it. The reactants are: C[N:2](C)[CH:3]=[CH:4][C:5]([C:7]1[CH:8]=[C:9]2[C:13](=[CH:14][CH:15]=1)[N:12]([CH3:16])[C:11]1[N:17]([CH3:29])[C:18](=[O:28])[C:19]([C:21]3[CH:26]=[CH:25][C:24]([F:27])=[CH:23][CH:22]=3)=[CH:20][C:10]2=1)=O.O.[NH2:32]N. (2) Given the product [Cl:1][C:2]1[CH:7]=[C:6]([Cl:8])[CH:5]=[CH:4][C:3]=1[C:9]1[CH:10]=[C:11]([OH:13])[NH:18][N:17]=1, predict the reactants needed to synthesize it. The reactants are: [Cl:1][C:2]1[CH:7]=[C:6]([Cl:8])[CH:5]=[CH:4][C:3]=1[C:9](=O)[CH2:10][C:11]([O:13]C)=O.O.[NH2:17][NH2:18]. (3) Given the product [O:23]=[C:9]1[C:10]2([CH2:15][CH2:14][N:13]([C:16]([O:18][C:19]([CH3:22])([CH3:21])[CH3:20])=[O:17])[CH2:12][CH2:11]2)[C:5]2[C:6](=[CH:7][C:2]([B:27]3[O:28][C:29]([CH3:31])([CH3:30])[C:25]([CH3:41])([CH3:24])[O:26]3)=[CH:3][CH:4]=2)[NH:8]1, predict the reactants needed to synthesize it. The reactants are: Br[C:2]1[CH:7]=[C:6]2[NH:8][C:9](=[O:23])[C:10]3([CH2:15][CH2:14][N:13]([C:16]([O:18][C:19]([CH3:22])([CH3:21])[CH3:20])=[O:17])[CH2:12][CH2:11]3)[C:5]2=[CH:4][CH:3]=1.[CH3:24][C:25]1([CH3:41])[C:29]([CH3:31])([CH3:30])[O:28][B:27]([B:27]2[O:28][C:29]([CH3:31])([CH3:30])[C:25]([CH3:41])([CH3:24])[O:26]2)[O:26]1.C([O-])(=O)C.[K+]. (4) Given the product [CH:1]1([C@@H:7]([NH:9][C:10]([C:12]2[C:21]3[C:16](=[CH:17][C:18]([Cl:22])=[CH:19][CH:20]=3)[N:15]=[C:14]([C:23]3[CH:28]=[CH:27][CH:26]=[CH:25][CH:24]=3)[C:13]=2[CH2:29][Br:30])=[O:11])[CH3:8])[CH2:6][CH2:5][CH2:4][CH2:3][CH2:2]1, predict the reactants needed to synthesize it. The reactants are: [CH:1]1([C@@H:7]([NH:9][C:10]([C:12]2[C:21]3[C:16](=[CH:17][C:18]([Cl:22])=[CH:19][CH:20]=3)[N:15]=[C:14]([C:23]3[CH:28]=[CH:27][CH:26]=[CH:25][CH:24]=3)[C:13]=2[CH3:29])=[O:11])[CH3:8])[CH2:6][CH2:5][CH2:4][CH2:3][CH2:2]1.[Br:30]N1C(=O)CCC1=O.C(OOC(=O)C1C=CC=CC=1)(=O)C1C=CC=CC=1. (5) Given the product [CH:18]1([N:21]([CH:22]2[CH2:27][CH2:26][N:25]([C:28]3[O:32][N:31]=[C:30]([CH:33]([CH3:35])[CH3:34])[N:29]=3)[CH2:24][CH2:23]2)[C:14]([C:12]2[O:11][N:10]=[C:9]([C:6]3[CH:7]=[CH:8][C:3]([C:1]#[N:2])=[CH:4][C:5]=3[F:17])[CH:13]=2)=[O:16])[CH2:19][CH2:20]1, predict the reactants needed to synthesize it. The reactants are: [C:1]([C:3]1[CH:8]=[CH:7][C:6]([C:9]2[CH:13]=[C:12]([C:14]([OH:16])=O)[O:11][N:10]=2)=[C:5]([F:17])[CH:4]=1)#[N:2].[CH:18]1([NH:21][CH:22]2[CH2:27][CH2:26][N:25]([C:28]3[O:32][N:31]=[C:30]([CH:33]([CH3:35])[CH3:34])[N:29]=3)[CH2:24][CH2:23]2)[CH2:20][CH2:19]1. (6) Given the product [NH2:18][C:14]1[CH:13]=[C:12]([CH:17]=[CH:16][CH:15]=1)[CH2:11][NH:10][C:8]([NH:7][CH:1]1[CH2:6][CH2:5][CH2:4][CH2:3][CH2:2]1)=[O:9], predict the reactants needed to synthesize it. The reactants are: [CH:1]1([NH:7][C:8]([NH:10][CH2:11][C:12]2[CH:17]=[CH:16][CH:15]=[C:14]([N+:18]([O-])=O)[CH:13]=2)=[O:9])[CH2:6][CH2:5][CH2:4][CH2:3][CH2:2]1.CN(C=O)C. (7) Given the product [CH3:21][O:20][C:13]1[CH:12]=[C:11]([N:9]([CH3:10])[CH2:8][CH2:7][N:5]([CH3:6])[CH2:3][CH2:2][OH:1])[CH:16]=[CH:15][C:14]=1[N+:17]([O-:19])=[O:18], predict the reactants needed to synthesize it. The reactants are: [OH:1][CH2:2][C:3]([N:5]([CH2:7][CH2:8][N:9]([C:11]1[CH:16]=[CH:15][C:14]([N+:17]([O-:19])=[O:18])=[C:13]([O:20][CH3:21])[CH:12]=1)[CH3:10])[CH3:6])=O. (8) Given the product [CH2:27]1[CH:28]2[CH2:32][CH2:31][CH2:30][CH:29]2[CH2:25][N:26]1[NH:33][C:34]([C:36]1[CH:41]=[N:40][C:39]([C:42]2[CH:47]=[CH:46][CH:45]=[CH:44][CH:43]=2)=[N:38][CH:37]=1)=[O:35], predict the reactants needed to synthesize it. The reactants are: C1C2CCCC2CN1N.COC(=O)CCC1C(=O)N(N)C(=O)NC=1.[CH2:25]1[CH:29]2[CH2:30][CH2:31][CH2:32][CH:28]2[CH2:27][N:26]1[NH:33][C:34]([C:36]1[CH:37]=[N:38][C:39]([C:42]2[CH:47]=[CH:46][CH:45]=[C:44](F)[CH:43]=2)=[N:40][CH:41]=1)=[O:35]. (9) The reactants are: Cl[C:2]1[CH:10]=[CH:9][C:5]([C:6]([NH2:8])=[O:7])=[CH:4][N:3]=1.[OH:11][C:12]1[CH:19]=[CH:18][C:15]([CH:16]=[O:17])=[CH:14][CH:13]=1.C(=O)([O-])[O-].[K+].[K+].CN(C)C=O. Given the product [CH:16]([C:15]1[CH:18]=[CH:19][C:12]([O:11][C:2]2[CH:10]=[CH:9][C:5]([C:6]([NH2:8])=[O:7])=[CH:4][N:3]=2)=[CH:13][CH:14]=1)=[O:17], predict the reactants needed to synthesize it.